Dataset: Forward reaction prediction with 1.9M reactions from USPTO patents (1976-2016). Task: Predict the product of the given reaction. (1) Given the reactants [CH2:1]([O:3][C:4]([C:6]1[O:15][C:9]2=[CH:10][N:11]=[CH:12][C:13](Cl)=[C:8]2[CH:7]=1)=[O:5])[CH3:2].[F-].[K+].[C:18]1([C:27]2[CH:32]=[CH:31][CH:30]=[CH:29][CH:28]=2)[C:19](B(O)O)=[CH:20][CH:21]=[CH:22][CH:23]=1, predict the reaction product. The product is: [CH2:1]([O:3][C:4]([C:6]1[O:15][C:9]2=[CH:10][N:11]=[CH:12][C:13]([C:29]3[CH:28]=[C:27]([C:18]4[CH:19]=[CH:20][CH:21]=[CH:22][CH:23]=4)[CH:32]=[CH:31][CH:30]=3)=[C:8]2[CH:7]=1)=[O:5])[CH3:2]. (2) Given the reactants C=[O:2].[CH:3]([OH:5])=[O:4].[CH2:6]1[CH2:10][O:9]C[CH2:7]1, predict the reaction product. The product is: [C:10]([O-:9])(=[O:2])/[CH:6]=[CH:7]/[C:3]([O-:5])=[O:4].[C:10]([OH:9])(=[O:2])/[CH:6]=[CH:7]/[C:3]([OH:5])=[O:4].